This data is from Forward reaction prediction with 1.9M reactions from USPTO patents (1976-2016). The task is: Predict the product of the given reaction. Given the reactants [NH:1]([C:3]1[N:8]=[CH:7][N:6]=[C:5]2[N:9]([C:12]3[CH:17]=[CH:16][CH:15]=[CH:14][N:13]=3)[N:10]=[CH:11][C:4]=12)[NH2:2].[CH3:18][N:19]([CH3:34])[CH2:20][CH2:21][NH:22][S:23]([C:26]1[CH:31]=[CH:30][C:29]([CH:32]=O)=[CH:28][CH:27]=1)(=[O:25])=[O:24].COC1N=C(N2C3=NC=NC(NN=CC4C=CN=CC=4)=C3C=N2)C=CC=1, predict the reaction product. The product is: [CH3:18][N:19]([CH3:34])[CH2:20][CH2:21][NH:22][S:23]([C:26]1[CH:27]=[CH:28][C:29](/[CH:32]=[N:2]/[NH:1][C:3]2[N:8]=[CH:7][N:6]=[C:5]3[N:9]([C:12]4[CH:17]=[CH:16][CH:15]=[CH:14][N:13]=4)[N:10]=[CH:11][C:4]=23)=[CH:30][CH:31]=1)(=[O:25])=[O:24].